From a dataset of Full USPTO retrosynthesis dataset with 1.9M reactions from patents (1976-2016). Predict the reactants needed to synthesize the given product. (1) Given the product [Cl:11][C:12]1[CH:13]=[C:14]([C:19]2[O:23][C:22]([CH2:24][CH2:25][NH:26][C:7]([C:5]3[NH:4][N:3]=[C:2]([CH3:1])[CH:6]=3)=[O:9])=[CH:21][CH:20]=2)[CH:15]=[CH:16][C:17]=1[Cl:18], predict the reactants needed to synthesize it. The reactants are: [CH3:1][C:2]1[CH:6]=[C:5]([C:7]([OH:9])=O)[NH:4][N:3]=1.Cl.[Cl:11][C:12]1[CH:13]=[C:14]([C:19]2[O:23][C:22]([CH2:24][CH2:25][NH2:26])=[CH:21][CH:20]=2)[CH:15]=[CH:16][C:17]=1[Cl:18]. (2) Given the product [Cl:2][C:3]1[CH:8]=[CH:7][C:6]([CH:9]([CH2:13][C:14]2[CH:15]=[CH:16][C:17]([Cl:20])=[CH:18][CH:19]=2)[CH:10]([NH:12][C:32]([C:23]2[C:22]([Cl:21])=[CH:31][C:30]3[C:25](=[CH:26][CH:27]=[CH:28][CH:29]=3)[CH:24]=2)=[O:33])[CH3:11])=[CH:5][CH:4]=1, predict the reactants needed to synthesize it. The reactants are: Cl.[Cl:2][C:3]1[CH:8]=[CH:7][C:6]([CH:9]([CH2:13][C:14]2[CH:19]=[CH:18][C:17]([Cl:20])=[CH:16][CH:15]=2)[CH:10]([NH2:12])[CH3:11])=[CH:5][CH:4]=1.[Cl:21][C:22]1[C:23]([C:32](Cl)=[O:33])=[CH:24][C:25]2[C:30]([CH:31]=1)=[CH:29][CH:28]=[CH:27][CH:26]=2.C(N(CC)C(C)C)(C)C. (3) Given the product [Si:22]([O:21][CH:17]([C:13]1[CH:14]=[CH:15][CH:16]=[C:11]([NH:10][CH2:6][C:4]2([OH:5])[CH2:1][CH2:2][CH2:9][CH2:8][CH2:7]2)[CH:12]=1)[CH2:18][C:19]#[N:20])([C:25]([CH3:27])([CH3:28])[CH3:26])([CH3:24])[CH3:23], predict the reactants needed to synthesize it. The reactants are: [CH2:1]([C:4]1([CH2:7][CH2:8][CH3:9])[CH2:6][O:5]1)[CH2:2]C.[NH2:10][C:11]1[CH:12]=[C:13]([CH:17]([O:21][Si:22]([C:25]([CH3:28])([CH3:27])[CH3:26])([CH3:24])[CH3:23])[CH2:18][C:19]#[N:20])[CH:14]=[CH:15][CH:16]=1.